From a dataset of Full USPTO retrosynthesis dataset with 1.9M reactions from patents (1976-2016). Predict the reactants needed to synthesize the given product. (1) Given the product [N+:16]([C:12]1[CH:11]=[C:10]([C:3]23[CH2:9][CH:8]2[CH2:7][O:6][C:4]3=[O:5])[CH:15]=[CH:14][CH:13]=1)([O-:18])=[O:17], predict the reactants needed to synthesize it. The reactants are: [N+](=[C:3]([C:10]1[CH:15]=[CH:14][CH:13]=[C:12]([N+:16]([O-:18])=[O:17])[CH:11]=1)[C:4]([O:6][CH2:7][CH:8]=[CH2:9])=[O:5])=[N-]. (2) Given the product [Cl:1][C:2]1[C:7]([NH:8][CH:9]([CH3:11])[CH3:10])=[CH:6][CH:5]=[CH:4][C:3]=1[C:12]1[O:13][C:14]2[C:19]([C:20](=[O:22])[CH:21]=1)=[C:18]([OH:23])[CH:17]=[C:16]([OH:25])[C:15]=2[C@@H:27]1[CH2:31][CH2:30][N:29]([CH3:32])[C@H:28]1[CH2:33][OH:34], predict the reactants needed to synthesize it. The reactants are: [Cl:1][C:2]1[C:7]([NH:8][CH:9]([CH3:11])[CH3:10])=[CH:6][CH:5]=[CH:4][C:3]=1[C:12]1[O:13][C:14]2[C:19]([C:20](=[O:22])[CH:21]=1)=[C:18]([O:23]C)[CH:17]=[C:16]([O:25]C)[C:15]=2[C@@H:27]1[CH2:31][CH2:30][N:29]([CH3:32])[C@H:28]1[CH2:33][OH:34].Cl.N1C=CC=CC=1.C([O-])([O-])=O.[Na+].[Na+]. (3) Given the product [C:18]([O:17][C:15](=[O:16])[NH:14][CH:9]([CH2:10][OH:11])[CH2:8][C:5]1[CH:4]=[CH:3][C:2]([Br:1])=[CH:7][CH:6]=1)([CH3:19])([CH3:21])[CH3:20], predict the reactants needed to synthesize it. The reactants are: [Br:1][C:2]1[CH:7]=[CH:6][C:5]([CH2:8][CH:9]([NH:14][C:15]([O:17][C:18]([CH3:21])([CH3:20])[CH3:19])=[O:16])[C:10](OC)=[O:11])=[CH:4][CH:3]=1.[Li]Cl.O.[BH4-].[Na+]. (4) Given the product [CH2:1]([NH:8][C:9](=[O:21])[C@H:10]([NH:13][C:14](=[O:20])[O:15][C:16]([CH3:18])([CH3:17])[CH3:19])[CH2:11][O:12][CH3:24])[C:2]1[CH:7]=[CH:6][CH:5]=[CH:4][CH:3]=1, predict the reactants needed to synthesize it. The reactants are: [CH2:1]([NH:8][C:9](=[O:21])[C@H:10]([NH:13][C:14](=[O:20])[O:15][C:16]([CH3:19])([CH3:18])[CH3:17])[CH2:11][OH:12])[C:2]1[CH:7]=[CH:6][CH:5]=[CH:4][CH:3]=1.[OH-].[Na+].[CH3:24]OS(OC)(=O)=O. (5) Given the product [Br:1][C:2]1[CH:3]=[CH:4][C:5]([S:8]([CH:9]([CH3:11])[CH3:10])=[O:20])=[CH:6][CH:7]=1, predict the reactants needed to synthesize it. The reactants are: [Br:1][C:2]1[CH:7]=[CH:6][C:5]([S:8][CH:9]([CH3:11])[CH3:10])=[CH:4][CH:3]=1.C1C=C(Cl)C=C(C(OO)=[O:20])C=1. (6) Given the product [C:37]([NH:1][CH2:4][CH2:5][N:6]1[C:14]2[C:9](=[CH:10][C:11]([NH:15][C:16]([C:18]3([C:21]4[CH:29]=[CH:28][C:24]5[O:25][CH2:26][O:27][C:23]=5[CH:22]=4)[CH2:20][CH2:19]3)=[O:17])=[CH:12][CH:13]=2)[CH:8]=[C:7]1[C:30]([CH3:33])([CH3:32])[CH3:31])(=[O:38])[CH3:36], predict the reactants needed to synthesize it. The reactants are: [N:1]([CH2:4][CH2:5][N:6]1[C:14]2[C:9](=[CH:10][C:11]([NH:15][C:16]([C:18]3([C:21]4[CH:29]=[CH:28][C:24]5[O:25][CH2:26][O:27][C:23]=5[CH:22]=4)[CH2:20][CH2:19]3)=[O:17])=[CH:12][CH:13]=2)[CH:8]=[C:7]1[C:30]([CH3:33])([CH3:32])[CH3:31])=[N+]=[N-].CO.[CH3:36][C:37](O)=[O:38]. (7) Given the product [C:12]([O:16][C:17]([N:19]1[CH2:24][CH2:23][CH2:22][C:21]([C:10]#[CH:11])([OH:25])[CH2:20]1)=[O:18])([CH3:15])([CH3:13])[CH3:14], predict the reactants needed to synthesize it. The reactants are: C([Li])CCC.C[Si]([C:10]#[CH:11])(C)C.[C:12]([O:16][C:17]([N:19]1[CH2:24][CH2:23][CH2:22][C:21](=[O:25])[CH2:20]1)=[O:18])([CH3:15])([CH3:14])[CH3:13].[Cl-].N.